From a dataset of Reaction yield outcomes from USPTO patents with 853,638 reactions. Predict the reaction yield, written as a fraction of the theoretical maximum amount of product (1.0 means a 100% yield; for example, 0.34 means a 34% yield). (1) The reactants are [CH2:1]([O:3][C:4]1[CH:12]=[CH:11][C:7]([C:8]([OH:10])=O)=[CH:6][CH:5]=1)[CH3:2].C1N=CN(C(N2C=NC=C2)=O)C=1.Cl.[NH2:26][CH2:27][C:28]1[CH:29]=[C:30]2[C:34](=[CH:35][CH:36]=1)[C:33](=[O:37])[N:32]([C:38]1([CH3:46])[CH2:43][CH2:42][C:41](=[O:44])[NH:40][C:39]1=[O:45])[C:31]2=[O:47].CCOC(C)=O. The catalyst is CN(C)C=O. The product is [CH2:1]([O:3][C:4]1[CH:5]=[CH:6][C:7]([C:8]([NH:26][CH2:27][C:28]2[CH:29]=[C:30]3[C:34](=[CH:35][CH:36]=2)[C:33](=[O:37])[N:32]([C:38]2([CH3:46])[CH2:43][CH2:42][C:41](=[O:44])[NH:40][C:39]2=[O:45])[C:31]3=[O:47])=[O:10])=[CH:11][CH:12]=1)[CH3:2]. The yield is 0.300. (2) The reactants are Cl.[NH2:2][CH2:3][C:4]1[CH:5]=[C:6]2[C:10](=[CH:11][CH:12]=1)[C:9](=[O:13])[N:8]([CH:14]1[CH2:19][CH2:18][C:17](=[O:20])[NH:16][C:15]1=[O:21])[CH2:7]2.[Cl:22][C:23]1[CH:24]=[C:25]([C:31]([F:36])([F:35])[C:32](O)=[O:33])[CH:26]=[CH:27][C:28]=1[O:29][CH3:30].F[P-](F)(F)(F)(F)F.CN(C(N(C)C)=[N+]1C2C(=NC=CC=2)[N+]([O-])=N1)C.C(N(C(C)C)CC)(C)C. The catalyst is CN(C)C=O.O. The product is [Cl:22][C:23]1[CH:24]=[C:25]([C:31]([F:35])([F:36])[C:32]([NH:2][CH2:3][C:4]2[CH:5]=[C:6]3[C:10](=[CH:11][CH:12]=2)[C:9](=[O:13])[N:8]([CH:14]2[CH2:19][CH2:18][C:17](=[O:20])[NH:16][C:15]2=[O:21])[CH2:7]3)=[O:33])[CH:26]=[CH:27][C:28]=1[O:29][CH3:30]. The yield is 0.120. (3) The reactants are C[O:2][C:3]1[C:8]([C:9]2[CH:18]=[CH:17][C:16]([N+:19]([O-:21])=[O:20])=[CH:15][C:10]=2[C:11]([O:13][CH3:14])=[O:12])=[CH:7][CH:6]=[CH:5][N:4]=1.B(Br)(Br)Br.C(OCC)(=O)C. The catalyst is ClCCl. The product is [OH:2][C:3]1[C:8]([C:9]2[CH:18]=[CH:17][C:16]([N+:19]([O-:21])=[O:20])=[CH:15][C:10]=2[C:11]([O:13][CH3:14])=[O:12])=[CH:7][CH:6]=[CH:5][N:4]=1. The yield is 0.540. (4) The reactants are [F:1][C:2]1[C:3]([F:26])=[C:4]2[O:9][CH2:8][C:7]3([CH2:13][CH2:12][CH2:11][CH2:10]3)[N:6]3[CH:14]=[C:15]([C:23]([OH:25])=[O:24])[C:16](=[O:22])[C:17]([C:18]=1[N+:19]([O-])=O)=[C:5]23.CN(C=O)C. The catalyst is C(O)C.C(O)(=O)C.[Pd]. The product is [NH2:19][C:18]1[C:17]2[C:16](=[O:22])[C:15]([C:23]([OH:25])=[O:24])=[CH:14][N:6]3[C:7]4([CH2:13][CH2:12][CH2:11][CH2:10]4)[CH2:8][O:9][C:4]([C:5]=23)=[C:3]([F:26])[C:2]=1[F:1]. The yield is 0.730. (5) The reactants are [CH:1]([NH:4][C:5]1[C:10]([NH2:11])=[CH:9][N:8]=[C:7]([NH:12][C:13]2[CH:18]=[CH:17][N:16]=[C:15]([N:19]3[CH2:24][CH2:23][CH:22]([O:25][CH3:26])[CH2:21][CH2:20]3)[N:14]=2)[CH:6]=1)([CH3:3])[CH3:2].[C:27](OC)(OC)(OC)[CH3:28]. The catalyst is C(O)=O. The product is [CH:1]([N:4]1[C:5]2[CH:6]=[C:7]([NH:12][C:13]3[CH:18]=[CH:17][N:16]=[C:15]([N:19]4[CH2:24][CH2:23][CH:22]([O:25][CH3:26])[CH2:21][CH2:20]4)[N:14]=3)[N:8]=[CH:9][C:10]=2[N:11]=[C:27]1[CH3:28])([CH3:3])[CH3:2]. The yield is 0.900. (6) The reactants are Br[C:2]1[CH:7]=[CH:6][C:5]([S:8]([N:11]2[CH2:16][CH2:15][CH:14]([N:17]3[CH2:22][CH2:21][CH:20]([CH3:23])[CH2:19][CH2:18]3)[CH2:13][CH2:12]2)(=[O:10])=[O:9])=[CH:4][CH:3]=1.[C:24]1(B(O)O)[CH:29]=[CH:28][CH:27]=[CH:26][CH:25]=1.C([O-])([O-])=O.[Na+].[Na+]. The catalyst is C1C=CC([P]([Pd]([P](C2C=CC=CC=2)(C2C=CC=CC=2)C2C=CC=CC=2)([P](C2C=CC=CC=2)(C2C=CC=CC=2)C2C=CC=CC=2)[P](C2C=CC=CC=2)(C2C=CC=CC=2)C2C=CC=CC=2)(C2C=CC=CC=2)C2C=CC=CC=2)=CC=1.C1COCC1. The product is [C:2]1([C:24]2[CH:29]=[CH:28][CH:27]=[CH:26][CH:25]=2)[CH:7]=[CH:6][C:5]([S:8]([N:11]2[CH2:16][CH2:15][CH:14]([N:17]3[CH2:22][CH2:21][CH:20]([CH3:23])[CH2:19][CH2:18]3)[CH2:13][CH2:12]2)(=[O:10])=[O:9])=[CH:4][CH:3]=1. The yield is 0.210.